Dataset: Forward reaction prediction with 1.9M reactions from USPTO patents (1976-2016). Task: Predict the product of the given reaction. (1) Given the reactants [C:1]([O:5][C:6](=[O:34])[NH:7][C@H:8]1[CH2:13][CH2:12][C@@H:11]([N:14]2[C:19](=[O:20])[C:18]3[CH:21]=[C:22]([F:25])[CH:23]=[N:24][C:17]=3[N:16]([C:26]3[CH:31]=[CH:30][CH:29]=[C:28](I)[CH:27]=3)[C:15]2=[O:33])[CH2:10][CH2:9]1)([CH3:4])([CH3:3])[CH3:2].[CH:35]([C:37]1[CH:42]=[CH:41][C:40](B(O)O)=[CH:39][CH:38]=1)=[O:36], predict the reaction product. The product is: [C:1]([O:5][C:6](=[O:34])[NH:7][C@H:8]1[CH2:13][CH2:12][C@@H:11]([N:14]2[C:19](=[O:20])[C:18]3[CH:21]=[C:22]([F:25])[CH:23]=[N:24][C:17]=3[N:16]([C:26]3[CH:27]=[C:28]([C:40]4[CH:41]=[CH:42][C:37]([CH:35]=[O:36])=[CH:38][CH:39]=4)[CH:29]=[CH:30][CH:31]=3)[C:15]2=[O:33])[CH2:10][CH2:9]1)([CH3:4])([CH3:3])[CH3:2]. (2) Given the reactants [C:1](Cl)(=O)C.[OH:5][CH2:6][C:7]1[CH:12]=[CH:11][C:10]([CH2:13][C:14]([OH:16])=[O:15])=[CH:9][CH:8]=1, predict the reaction product. The product is: [CH:6]([C:7]1[CH:12]=[CH:11][C:10]([CH2:13][C:14]([O:16][CH3:1])=[O:15])=[CH:9][CH:8]=1)=[O:5]. (3) Given the reactants [Cl:1][C:2]1[CH:7]=[CH:6][CH:5]=[CH:4][C:3]=1[C:8](=[O:17])[CH2:9][CH2:10][CH:11]1[CH2:16][CH2:15][CH2:14][CH2:13][CH2:12]1.[CH2:18]1N2CN3CN(C2)CN1C3.C(OC(=O)C)(=O)C.[OH-].[Na+], predict the reaction product. The product is: [Cl:1][C:2]1[CH:7]=[CH:6][CH:5]=[C:4]2[C:3]=1[C:8](=[O:17])[CH:9]([CH2:10][CH:11]1[CH2:16][CH2:15][CH2:14][CH2:13][CH2:12]1)[CH2:18]2. (4) Given the reactants [Cl:1][C:2]1[C:3]([O:18][C:19]2[CH:24]=[CH:23][N:22]=[C:21]([C:25]3[CH:26]=[N:27][N:28]([CH3:30])[CH:29]=3)[CH:20]=2)=[CH:4][C:5]([F:17])=[C:6]([NH:8][C:9]([N:11]2[CH2:15][CH2:14][NH:13][C:12]2=[O:16])=[O:10])[CH:7]=1.[H-].[Na+].O.CN([CH:37]=[O:38])C, predict the reaction product. The product is: [Cl:1][C:2]1[C:3]([O:18][C:19]2[CH:24]=[CH:23][N:22]=[C:21]([C:25]3[CH:26]=[N:27][N:28]([CH3:30])[CH:29]=3)[CH:20]=2)=[CH:4][C:5]([F:17])=[C:6]([NH:8][C:9]([N:11]2[CH2:15][CH2:14][N:13]([CH2:20][CH2:21][C:25]([O:38][CH3:37])([CH3:26])[CH3:29])[C:12]2=[O:16])=[O:10])[CH:7]=1. (5) Given the reactants [CH2:1]([O:3][C:4]1[CH:5]=[C:6]([CH:9]=[C:10]([O:13][CH2:14][CH3:15])[C:11]=1I)[CH:7]=[O:8])[CH3:2].C(OC1C=C(C=C(OCC)C=1I)C=O)C1C=CC=CC=1.[F:36][C:37]1[CH:42]=[CH:41][C:40](B(O)O)=[CH:39][CH:38]=1, predict the reaction product. The product is: [CH2:1]([O:3][C:4]1[CH:5]=[C:6]([CH:7]=[O:8])[CH:9]=[C:10]([O:13][CH2:14][CH3:15])[C:11]=1[C:40]1[CH:41]=[CH:42][C:37]([F:36])=[CH:38][CH:39]=1)[CH3:2].